This data is from Full USPTO retrosynthesis dataset with 1.9M reactions from patents (1976-2016). The task is: Predict the reactants needed to synthesize the given product. (1) Given the product [CH3:1][C:2]1[O:3][C:4]([CH:8]([OH:9])[C:11]2[O:12][C:13]3[CH:19]=[CH:18][C:17]([CH2:20][C:21]([O:23][CH3:24])=[O:22])=[CH:16][C:14]=3[CH:15]=2)=[C:5]([CH3:7])[N:6]=1, predict the reactants needed to synthesize it. The reactants are: [CH3:1][C:2]1[O:3][C:4]([CH2:8][OH:9])=[C:5]([CH3:7])[N:6]=1.Br[C:11]1[O:12][C:13]2[CH:19]=[CH:18][C:17]([CH2:20][C:21]([O:23][CH3:24])=[O:22])=[CH:16][C:14]=2[CH:15]=1.C(OCC#N)(C)C. (2) The reactants are: [Cl:1][C:2]1[CH:3]=[C:4]([CH:38]=[CH:39][C:40]=1[CH3:41])[CH2:5][NH:6][C:7]([C:9]1[N:10]=[C:11]2[CH:17]([N:18]([C:20](=[O:26])[C:21]([N:23]([CH3:25])[CH3:24])=[O:22])[CH3:19])[CH2:16][N:15]([C:27](OC(C)(C)C)=O)[CH2:14][CH2:13][N:12]2[C:34](=[O:37])[C:35]=1[OH:36])=[O:8].ClCCl.F[C:46](F)(F)[C:47](O)=O. Given the product [Cl:1][C:2]1[CH:3]=[C:4]([CH:38]=[CH:39][C:40]=1[CH3:41])[CH2:5][NH:6][C:7]([C:9]1[N:10]=[C:11]2[CH:17]([N:18]([CH3:19])[C:20](=[O:26])[C:21]([N:23]([CH3:25])[CH3:24])=[O:22])[CH2:16][N:15]([CH:27]3[CH2:47][CH2:46]3)[CH2:14][CH2:13][N:12]2[C:34](=[O:37])[C:35]=1[OH:36])=[O:8], predict the reactants needed to synthesize it. (3) Given the product [CH3:22][S:23]([O:14][CH:11]1[CH2:12][CH2:13][N:8]([C:1]([O:3][C:4]([CH3:7])([CH3:6])[CH3:5])=[O:2])[CH2:9][CH2:10]1)(=[O:25])=[O:24], predict the reactants needed to synthesize it. The reactants are: [C:1]([N:8]1[CH2:13][CH2:12][CH:11]([OH:14])[CH2:10][CH2:9]1)([O:3][C:4]([CH3:7])([CH3:6])[CH3:5])=[O:2].C(N(CC)CC)C.[CH3:22][S:23](Cl)(=[O:25])=[O:24].C(OCC)(=O)C.